This data is from Peptide-MHC class I binding affinity with 185,985 pairs from IEDB/IMGT. The task is: Regression. Given a peptide amino acid sequence and an MHC pseudo amino acid sequence, predict their binding affinity value. This is MHC class I binding data. (1) The peptide sequence is TNYLSSEHL. The MHC is H-2-Kb with pseudo-sequence H-2-Kb. The binding affinity (normalized) is 0.460. (2) The peptide sequence is DRPKQAWCWF. The binding affinity (normalized) is 0.302. The MHC is Mamu-B03 with pseudo-sequence Mamu-B03. (3) The peptide sequence is RLEDVFAGK. The MHC is HLA-B15:01 with pseudo-sequence HLA-B15:01. The binding affinity (normalized) is 0.0847. (4) The peptide sequence is KVFPYALINK. The MHC is Patr-A0101 with pseudo-sequence Patr-A0101. The binding affinity (normalized) is 0.749. (5) The peptide sequence is DGQQFYWPV. The MHC is HLA-A02:01 with pseudo-sequence HLA-A02:01. The binding affinity (normalized) is 0.